This data is from NCI-60 drug combinations with 297,098 pairs across 59 cell lines. The task is: Regression. Given two drug SMILES strings and cell line genomic features, predict the synergy score measuring deviation from expected non-interaction effect. (1) Drug 1: CCC1=CC2CC(C3=C(CN(C2)C1)C4=CC=CC=C4N3)(C5=C(C=C6C(=C5)C78CCN9C7C(C=CC9)(C(C(C8N6C)(C(=O)OC)O)OC(=O)C)CC)OC)C(=O)OC.C(C(C(=O)O)O)(C(=O)O)O. Drug 2: C1C(C(OC1N2C=NC3=C2NC=NCC3O)CO)O. Cell line: MDA-MB-231. Synergy scores: CSS=36.0, Synergy_ZIP=-9.86, Synergy_Bliss=1.63, Synergy_Loewe=1.94, Synergy_HSA=3.41. (2) Synergy scores: CSS=-0.864, Synergy_ZIP=-0.0230, Synergy_Bliss=-0.285, Synergy_Loewe=-0.455, Synergy_HSA=-0.813. Cell line: NCI/ADR-RES. Drug 2: CCCCCOC(=O)NC1=NC(=O)N(C=C1F)C2C(C(C(O2)C)O)O. Drug 1: CC1OCC2C(O1)C(C(C(O2)OC3C4COC(=O)C4C(C5=CC6=C(C=C35)OCO6)C7=CC(=C(C(=C7)OC)O)OC)O)O. (3) Drug 1: C1=CC=C(C=C1)NC(=O)CCCCCCC(=O)NO. Drug 2: C1C(C(OC1N2C=NC(=NC2=O)N)CO)O. Cell line: SNB-75. Synergy scores: CSS=7.45, Synergy_ZIP=-3.26, Synergy_Bliss=-2.32, Synergy_Loewe=-2.75, Synergy_HSA=-2.55. (4) Drug 1: C1=C(C(=O)NC(=O)N1)F. Drug 2: CCC(=C(C1=CC=CC=C1)C2=CC=C(C=C2)OCCN(C)C)C3=CC=CC=C3.C(C(=O)O)C(CC(=O)O)(C(=O)O)O. Cell line: SW-620. Synergy scores: CSS=43.7, Synergy_ZIP=-0.952, Synergy_Bliss=-3.46, Synergy_Loewe=-7.55, Synergy_HSA=-5.74. (5) Drug 1: C1=NC2=C(N=C(N=C2N1C3C(C(C(O3)CO)O)F)Cl)N. Drug 2: C1=NNC2=C1C(=O)NC=N2. Cell line: NCI-H460. Synergy scores: CSS=-0.668, Synergy_ZIP=0.933, Synergy_Bliss=1.68, Synergy_Loewe=-1.21, Synergy_HSA=-1.93. (6) Drug 1: C1CNP(=O)(OC1)N(CCCl)CCCl. Drug 2: COCCOC1=C(C=C2C(=C1)C(=NC=N2)NC3=CC=CC(=C3)C#C)OCCOC.Cl. Cell line: NCI-H522. Synergy scores: CSS=24.2, Synergy_ZIP=-7.77, Synergy_Bliss=-2.61, Synergy_Loewe=-39.3, Synergy_HSA=-1.49.